The task is: Regression. Given a peptide amino acid sequence and an MHC pseudo amino acid sequence, predict their binding affinity value. This is MHC class I binding data.. This data is from Peptide-MHC class I binding affinity with 185,985 pairs from IEDB/IMGT. (1) The peptide sequence is ATKSEHTGR. The MHC is HLA-A31:01 with pseudo-sequence HLA-A31:01. The binding affinity (normalized) is 0.943. (2) The MHC is HLA-B39:01 with pseudo-sequence HLA-B39:01. The binding affinity (normalized) is 0.0847. The peptide sequence is IGDKPTCLV.